This data is from Full USPTO retrosynthesis dataset with 1.9M reactions from patents (1976-2016). The task is: Predict the reactants needed to synthesize the given product. (1) Given the product [F:20][C:19]([F:22])([F:21])[C:16]1[CH:17]=[CH:18][C:13]([C:31]2([OH:33])[C:32]3[N:23]=[CH:24][CH:25]=[CH:26][C:27]=3[CH2:28][CH2:29][CH2:30]2)=[CH:14][CH:15]=1, predict the reactants needed to synthesize it. The reactants are: [Mg].[H-].C([Al+]CC(C)C)C(C)C.Br[C:13]1[CH:18]=[CH:17][C:16]([C:19]([F:22])([F:21])[F:20])=[CH:15][CH:14]=1.[N:23]1[C:32]2[C:31](=[O:33])[CH2:30][CH2:29][CH2:28][C:27]=2[CH:26]=[CH:25][CH:24]=1. (2) Given the product [O:24]=[C:9]1[NH:10][C@@:11]2([C:19]3[C:14](=[CH:15][CH:16]=[CH:17][CH:18]=3)[CH2:13][CH2:12]2)[C:20](=[O:21])[N:8]1[CH2:7][C:6]([O:5][C:1]([CH3:3])([CH3:4])[CH3:2])=[O:25], predict the reactants needed to synthesize it. The reactants are: [C:1]([O:5][C:6](=[O:25])[CH2:7][NH:8][C:9](=[O:24])[NH:10][C@:11]1([C:20](OC)=[O:21])[C:19]2[C:14](=[CH:15][CH:16]=[CH:17][CH:18]=2)[CH2:13][CH2:12]1)([CH3:4])([CH3:3])[CH3:2].[Li+].[OH-]. (3) Given the product [CH2:18]([N:19]1[CH:23]=[C:22]([C:2]2[CH:7]=[CH:6][C:5]([C:8]3[NH:13][C:12](=[O:14])[C:11]4=[CH:15][CH:16]=[CH:17][N:10]4[N:9]=3)=[CH:4][CH:3]=2)[CH:21]=[N:20]1)[CH3:33], predict the reactants needed to synthesize it. The reactants are: Br[C:2]1[CH:7]=[CH:6][C:5]([C:8]2[NH:13][C:12](=[O:14])[C:11]3=[CH:15][CH:16]=[CH:17][N:10]3[N:9]=2)=[CH:4][CH:3]=1.[CH3:18][N:19]1[CH:23]=[C:22](B2OC(C)(C)C(C)(C)O2)[CH:21]=[N:20]1.[C:33](=O)([O-])O.[Na+]. (4) Given the product [NH2:18][C:3]1[C:2]([Cl:1])=[CH:11][CH:10]=[C:9]2[C:4]=1[CH:5]=[CH:6][N:7]([C@H:13]([CH3:17])[C:14]([NH2:16])=[O:15])[C:8]2=[O:12], predict the reactants needed to synthesize it. The reactants are: [Cl:1][C:2]1[C:3]([N+:18]([O-])=O)=[C:4]2[C:9](=[CH:10][CH:11]=1)[C:8](=[O:12])[N:7]([C@H:13]([CH3:17])[C:14]([NH2:16])=[O:15])[CH:6]=[CH:5]2.C(O)C.[Cl-].[NH4+].O.